This data is from Forward reaction prediction with 1.9M reactions from USPTO patents (1976-2016). The task is: Predict the product of the given reaction. (1) Given the reactants [Br:1][C:2]1[CH:7]=[CH:6][C:5]([CH:8](O)[C:9]([N:11]2[CH2:15][CH2:14][CH2:13][CH:12]2[C:16]2[CH:21]=[CH:20][CH:19]=[C:18]([O:22][CH3:23])[CH:17]=2)=O)=[CH:4][CH:3]=1.COC1C=[C:29]([CH:33]2C[CH2:36][CH2:35][NH:34]2)[CH:30]=[CH:31][CH:32]=1.OC(C1C=CC(Br)=CC=1)C(O)=O, predict the reaction product. The product is: [Br:1][C:2]1[CH:7]=[CH:6][C:5]([C@H:8]2[C:21]3[C:16](=[CH:17][C:18]([O:22][CH2:23][CH2:36][CH2:35][N:34]4[CH2:33][CH2:29][CH2:30][CH2:31][CH2:32]4)=[CH:19][CH:20]=3)[C@@H:12]3[CH2:13][CH2:14][CH2:15][N:11]3[CH2:9]2)=[CH:4][CH:3]=1. (2) Given the reactants [CH2:1]([C:8]([OH:26])([CH2:19][C:20]1[CH:25]=[CH:24][CH:23]=[CH:22][CH:21]=1)[CH:9]=[C:10]1[CH2:16][CH:15]2[N:17]([CH3:18])[CH:12]([CH2:13][CH2:14]2)[CH2:11]1)[C:2]1[CH:7]=[CH:6][CH:5]=[CH:4][CH:3]=1.[CH3:27][I:28], predict the reaction product. The product is: [I-:28].[CH2:19]([C:8]([OH:26])([CH2:1][C:2]1[CH:3]=[CH:4][CH:5]=[CH:6][CH:7]=1)[CH:9]=[C:10]1[CH2:16][CH:15]2[N+:17]([CH3:27])([CH3:18])[CH:12]([CH2:13][CH2:14]2)[CH2:11]1)[C:20]1[CH:25]=[CH:24][CH:23]=[CH:22][CH:21]=1. (3) Given the reactants [C:1]([C:5]1[N:6]=[C:7]2[CH:12]=[C:11]([C:13](O)=[O:14])[N:10]=[CH:9][N:8]2[C:16]=1[CH2:17][CH:18]1[CH2:23][CH2:22][CH2:21][CH2:20][CH2:19]1)([CH3:4])([CH3:3])[CH3:2].[NH2:24][C:25]1[CH:30]=[CH:29][CH:28]=[CH:27][CH:26]=1, predict the reaction product. The product is: [C:1]([C:5]1[N:6]=[C:7]2[CH:12]=[C:11]([C:13]([NH:24][C:25]3[CH:30]=[CH:29][CH:28]=[CH:27][CH:26]=3)=[O:14])[N:10]=[CH:9][N:8]2[C:16]=1[CH2:17][CH:18]1[CH2:19][CH2:20][CH2:21][CH2:22][CH2:23]1)([CH3:4])([CH3:3])[CH3:2]. (4) Given the reactants Br[CH2:2][C:3]1[CH:4]=[CH:5][C:6]([O:16][CH3:17])=[C:7]([C:9]2[CH:14]=[CH:13][CH:12]=[C:11]([Cl:15])[CH:10]=2)[CH:8]=1.[CH3:18][O:19][C:20]([C:22]1[CH:27]=[CH:26][C:25](B2OC3(C)C(C)(C3)O2)=[CH:24][N:23]=1)=[O:21].C1(C)C=CC=CC=1.[O-]P([O-])([O-])=O.[K+].[K+].[K+], predict the reaction product. The product is: [CH3:18][O:19][C:20]([C:22]1[CH:27]=[CH:26][C:25]([CH2:2][C:3]2[CH:8]=[C:7]([C:9]3[CH:14]=[CH:13][CH:12]=[C:11]([Cl:15])[CH:10]=3)[C:6]([O:16][CH3:17])=[CH:5][CH:4]=2)=[CH:24][N:23]=1)=[O:21]. (5) Given the reactants C([O:4][C@@H:5]1[C@H:9]([O:10]C(=O)C)[C@@H:8]([C:14]#[CH:15])[O:7][C@H:6]1[N:16]1[CH:24]=[N:23][C:22]2[C:17]1=[N:18][CH:19]=[N:20][C:21]=2Cl)(=O)C.[OH:26][C@H:27]1[CH2:32][CH2:31][C@H:30]([NH2:33])[CH2:29][CH2:28]1, predict the reaction product. The product is: [C:14]([C@H:8]1[O:7][C@@H:6]([N:16]2[CH:24]=[N:23][C:22]3[C:17]2=[N:18][CH:19]=[N:20][C:21]=3[NH:33][C@H:30]2[CH2:31][CH2:32][C@H:27]([OH:26])[CH2:28][CH2:29]2)[C@H:5]([OH:4])[C@@H:9]1[OH:10])#[CH:15].